Dataset: Full USPTO retrosynthesis dataset with 1.9M reactions from patents (1976-2016). Task: Predict the reactants needed to synthesize the given product. (1) The reactants are: C([O:3][C:4]([C:6]1[N:7]=[CH:8][N:9]([C:11]2[CH:16]=[C:15]([C:17](=[O:36])[NH:18][C:19]3[CH:24]=[C:23]([C:25]([CH3:28])([CH3:27])[CH3:26])[CH:22]=[C:21]([NH:29][S:30]([CH3:33])(=[O:32])=[O:31])[C:20]=3[O:34][CH3:35])[CH:14]=[CH:13][C:12]=2[CH3:37])[CH:10]=1)=[O:5])C.O[Li].O.CC(O)=O. Given the product [C:25]([C:23]1[CH:22]=[C:21]([NH:29][S:30]([CH3:33])(=[O:31])=[O:32])[C:20]([O:34][CH3:35])=[C:19]([NH:18][C:17]([C:15]2[CH:14]=[CH:13][C:12]([CH3:37])=[C:11]([N:9]3[CH:10]=[C:6]([C:4]([OH:5])=[O:3])[N:7]=[CH:8]3)[CH:16]=2)=[O:36])[CH:24]=1)([CH3:28])([CH3:26])[CH3:27], predict the reactants needed to synthesize it. (2) The reactants are: [C:1]1([N:7]2[C:11]([CH2:12][CH2:13][CH:14]=O)=[CH:10][C:9]([CH2:16][CH2:17][CH3:18])=[N:8]2)[CH:6]=[CH:5][CH:4]=[CH:3][CH:2]=1.[Cl:19][C:20]1[CH:21]=[C:22]([N:27]2[CH2:32][CH2:31][NH:30][CH2:29][CH2:28]2)[CH:23]=[CH:24][C:25]=1[Cl:26].CCN(C(C)C)C(C)C.[BH-](OC(C)=O)(OC(C)=O)OC(C)=O.[Na+]. Given the product [Cl:19][C:20]1[CH:21]=[C:22]([N:27]2[CH2:32][CH2:31][N:30]([CH2:14][CH2:13][CH2:12][C:11]3[N:7]([C:1]4[CH:6]=[CH:5][CH:4]=[CH:3][CH:2]=4)[N:8]=[C:9]([CH2:16][CH2:17][CH3:18])[CH:10]=3)[CH2:29][CH2:28]2)[CH:23]=[CH:24][C:25]=1[Cl:26], predict the reactants needed to synthesize it. (3) The reactants are: [CH3:1][O:2][C:3]1[CH:4]=[C:5]2[C:9](=[CH:10][CH:11]=1)/[C:8](=[CH:12]/[C:13]([O:15][CH3:16])=[O:14])/[CH2:7][CH2:6]2. Given the product [CH3:1][O:2][C:3]1[CH:4]=[C:5]2[C:9](=[CH:10][CH:11]=1)[CH:8]([CH2:12][C:13]([O:15][CH3:16])=[O:14])[CH2:7][CH2:6]2, predict the reactants needed to synthesize it. (4) Given the product [CH3:13][O:14][C:15]1[CH:16]=[CH:17][C:18]([C:21]([CH:23]2[CH2:28][CH2:27][N:26]([CH:7]3[CH2:6][CH2:5][CH2:4][NH:3][C:2]3=[O:1])[CH2:25][CH2:24]2)=[O:22])=[CH:19][CH:20]=1, predict the reactants needed to synthesize it. The reactants are: [O:1]=[C:2]1[CH:7](OS(C)(=O)=O)[CH2:6][CH2:5][CH2:4][NH:3]1.[CH3:13][O:14][C:15]1[CH:20]=[CH:19][C:18]([C:21]([CH:23]2[CH2:28][CH2:27][NH:26][CH2:25][CH2:24]2)=[O:22])=[CH:17][CH:16]=1.C(N(C(C)C)CC)(C)C. (5) The reactants are: [F:1][C:2]1[CH:3]=[C:4]([NH:15][C:16](=[O:21])[CH2:17][C:18](=O)[CH3:19])[CH:5]=[CH:6][C:7]=1[N:8]1[CH2:13][CH2:12][O:11][CH2:10][C:9]1=[O:14].[F:22][C:23]1[CH:24]=[C:25]([CH:31]=[CH:32][CH:33]=1)[O:26][CH2:27][C:28]([NH2:30])=O.C1(C)C=CC=CC=1.[NH4+].[Cl-]. Given the product [F:1][C:2]1[CH:3]=[C:4]([N:15]2[C:16](=[O:21])[CH:17]=[C:18]([CH3:19])[N:30]=[C:28]2[CH2:27][O:26][C:25]2[CH:31]=[CH:32][CH:33]=[C:23]([F:22])[CH:24]=2)[CH:5]=[CH:6][C:7]=1[N:8]1[CH2:13][CH2:12][O:11][CH2:10][C:9]1=[O:14], predict the reactants needed to synthesize it. (6) Given the product [CH2:1]([N:8]1[CH:13]([CH2:14][F:48])[CH2:12][O:11][C:10]([CH2:17][CH2:18][OH:19])([CH3:16])[C:9]1=[O:37])[C:2]1[CH:7]=[CH:6][CH:5]=[CH:4][CH:3]=1, predict the reactants needed to synthesize it. The reactants are: [CH2:1]([N:8]1[CH:13]([CH2:14]O)[CH2:12][O:11][C:10]([CH2:17][CH2:18][O:19][Si](C(C)(C)C)(C2C=CC=CC=2)C2C=CC=CC=2)([CH3:16])[C:9]1=[O:37])[C:2]1[CH:7]=[CH:6][CH:5]=[CH:4][CH:3]=1.COCCN(S(F)(F)[F:48])CCOC.C(=O)(O)[O-].[Na+].[F-].C([N+](CCCC)(CCCC)CCCC)CCC.